From a dataset of Reaction yield outcomes from USPTO patents with 853,638 reactions. Predict the reaction yield, written as a fraction of the theoretical maximum amount of product (1.0 means a 100% yield; for example, 0.34 means a 34% yield). (1) The reactants are Br[C:2]1[C:3]([CH3:21])=[C:4]([N:8]2[C:17](=[O:18])[C:16]3[C:11](=[CH:12][CH:13]=[CH:14][CH:15]=3)[N:10]([CH3:19])[C:9]2=[O:20])[CH:5]=[CH:6][CH:7]=1.[CH3:22][C:23]1([CH3:39])[C:27]([CH3:29])([CH3:28])[O:26][B:25]([B:25]2[O:26][C:27]([CH3:29])([CH3:28])[C:23]([CH3:39])([CH3:22])[O:24]2)[O:24]1.C([O-])(=O)C.[K+]. The catalyst is O1CCOCC1.CS(C)=O.C1C=CC(P(C2C=CC=CC=2)[C-]2C=CC=C2)=CC=1.C1C=CC(P(C2C=CC=CC=2)[C-]2C=CC=C2)=CC=1.Cl[Pd]Cl.[Fe+2].C(Cl)Cl. The product is [CH3:19][N:10]1[C:11]2[C:16](=[CH:15][CH:14]=[CH:13][CH:12]=2)[C:17](=[O:18])[N:8]([C:4]2[CH:5]=[CH:6][CH:7]=[C:2]([B:25]3[O:26][C:27]([CH3:29])([CH3:28])[C:23]([CH3:39])([CH3:22])[O:24]3)[C:3]=2[CH3:21])[C:9]1=[O:20]. The yield is 0.510. (2) The reactants are [CH3:1][O:2][C:3]1[C:14]([N+:15]([O-:17])=[O:16])=[CH:13][C:6]2[NH:7][C:8](=[O:12])[CH2:9][NH:10][CH2:11][C:5]=2[CH:4]=1.[CH:18](=O)[CH3:19].C(O)(=O)C.C(O[BH-](OC(=O)C)OC(=O)C)(=O)C.[Na+]. The catalyst is CO. The product is [CH2:18]([N:10]1[CH2:11][C:5]2[CH:4]=[C:3]([O:2][CH3:1])[C:14]([N+:15]([O-:17])=[O:16])=[CH:13][C:6]=2[NH:7][C:8](=[O:12])[CH2:9]1)[CH3:19]. The yield is 0.720. (3) The reactants are C(=O)([O-])[O-].[K+].[K+].Cl[C:8]1[N:13]=[C:12]([S:14][C:15]#[N:16])[C:11]([N+:17]([O-:19])=[O:18])=[CH:10][N:9]=1.[F:20][C:21]1[CH:26]=[CH:25][C:24]([NH:27][C:28](=[O:34])[O:29][C:30]([CH3:33])([CH3:32])[CH3:31])=[C:23]([N+:35]([O-])=O)[CH:22]=1. The catalyst is C(#N)C.[Cl-].[Na+].O. The product is [F:20][C:21]1[CH:26]=[CH:25][C:24]([NH:27][C:28](=[O:34])[O:29][C:30]([CH3:31])([CH3:33])[CH3:32])=[C:23]([NH:35][C:8]2[N:13]=[C:12]([S:14][C:15]#[N:16])[C:11]([N+:17]([O-:19])=[O:18])=[CH:10][N:9]=2)[CH:22]=1. The yield is 0.710. (4) The reactants are Br[C:2]1[CH:7]=[CH:6][CH:5]=[CH:4][N:3]=1.[CH2:8]([C:12]1[O:13][C:14]2[C:20]([F:21])=[CH:19][CH:18]=[C:17]([C:22]([F:25])([F:24])[F:23])[C:15]=2[N:16]=1)[CH2:9][C:10]#[CH:11]. No catalyst specified. The product is [F:21][C:20]1[C:14]2[O:13][C:12]([CH2:8][CH2:9][C:10]#[C:11][C:2]3[CH:7]=[CH:6][CH:5]=[CH:4][N:3]=3)=[N:16][C:15]=2[C:17]([C:22]([F:25])([F:23])[F:24])=[CH:18][CH:19]=1. The yield is 0.140. (5) The reactants are [C:9](O[C:9]([O:11][C:12]([CH3:15])([CH3:14])[CH3:13])=[O:10])([O:11][C:12]([CH3:15])([CH3:14])[CH3:13])=[O:10].[CH2:16]([O:23][C:24]([N:26]1[CH2:31][CH2:30][CH:29]([CH2:32][NH:33][CH:34]2[CH2:36][CH2:35]2)[CH2:28][CH2:27]1)=[O:25])[C:17]1[CH:22]=[CH:21][CH:20]=[CH:19][CH:18]=1. The catalyst is CN(C1C=CN=CC=1)C.ClCCl.C(N(CC)CC)C. The product is [CH2:16]([O:23][C:24]([N:26]1[CH2:31][CH2:30][CH:29]([CH2:32][N:33]([C:9]([O:11][C:12]([CH3:13])([CH3:14])[CH3:15])=[O:10])[CH:34]2[CH2:36][CH2:35]2)[CH2:28][CH2:27]1)=[O:25])[C:17]1[CH:22]=[CH:21][CH:20]=[CH:19][CH:18]=1. The yield is 0.920. (6) The reactants are C[O:2][C:3]([C:5]1[C:13]([NH:14][C:15]2[CH:20]=[CH:19][C:18]([Br:21])=[CH:17][C:16]=2[Cl:22])=[C:12]([F:23])[C:8]2[N:9]=[CH:10][NH:11][C:7]=2[CH:6]=1)=[O:4].[OH-].[Na+]. The catalyst is CCO.C(OCC)(=O)C.O.Cl. The product is [Br:21][C:18]1[CH:19]=[CH:20][C:15]([NH:14][C:13]2[C:5]([C:3]([OH:4])=[O:2])=[CH:6][C:7]3[NH:11][CH:10]=[N:9][C:8]=3[C:12]=2[F:23])=[C:16]([Cl:22])[CH:17]=1. The yield is 0.390. (7) The reactants are C(O)/C=C\CO.[C:7]([O:11][C:12]([NH:14][CH2:15][C:16]#[C:17][CH2:18][OH:19])=[O:13])([CH3:10])([CH3:9])[CH3:8]. No catalyst specified. The product is [C:7]([O:11][C:12]([NH:14][CH2:15]/[CH:16]=[CH:17]\[CH2:18][OH:19])=[O:13])([CH3:10])([CH3:9])[CH3:8]. The yield is 0.300. (8) The reactants are C(OC([N:11]1[CH2:16][CH2:15][CH:14]([C:17]2[NH:21][N:20]=[N:19][N:18]=2)[CH2:13][CH2:12]1)=O)C1C=CC=CC=1.[H][H]. The catalyst is [Pd].C(O)C. The product is [NH:21]1[C:17]([CH:14]2[CH2:15][CH2:16][NH:11][CH2:12][CH2:13]2)=[N:18][N:19]=[N:20]1. The yield is 0.940. (9) The product is [CH2:13]([O:12][C:8]1[CH:7]=[C:6]2[C:11]([C:3]([C:1]([NH2:2])=[O:36])=[C:4]([C:17]3[CH:22]=[CH:21][C:20]([N:23]4[C:27](=[O:28])[CH2:26][NH:25][C:24]4=[O:32])=[CH:19][CH:18]=3)[N:5]2[CH2:15][CH3:16])=[CH:10][CH:9]=1)[CH3:14]. The yield is 0.870. The reactants are [C:1]([C:3]1[C:11]2[C:6](=[CH:7][C:8]([O:12][CH2:13][CH3:14])=[CH:9][CH:10]=2)[N:5]([CH2:15][CH3:16])[C:4]=1[C:17]1[CH:22]=[CH:21][C:20]([NH:23][C:24](=[O:32])[NH:25][CH2:26][C:27](OCC)=[O:28])=[CH:19][CH:18]=1)#[N:2].Cl.CC(C)=[O:36]. No catalyst specified.